This data is from Forward reaction prediction with 1.9M reactions from USPTO patents (1976-2016). The task is: Predict the product of the given reaction. (1) Given the reactants [F:1][C:2]1[CH:7]=[CH:6][C:5]([N:8]2[CH2:12][C:11]([CH3:16])([C:13]([OH:15])=O)[NH:10][C:9]2=[O:17])=[CH:4][CH:3]=1.C(Cl)(=O)C(Cl)=O.[NH2:24][C:25]1[CH:32]=[CH:31][C:28]([C:29]#[N:30])=[C:27]([C:33]([F:36])([F:35])[F:34])[CH:26]=1.C(N(CC)CC)C, predict the reaction product. The product is: [C:29]([C:28]1[CH:31]=[CH:32][C:25]([NH:24][C:13]([C:11]2([CH3:16])[CH2:12][N:8]([C:5]3[CH:4]=[CH:3][C:2]([F:1])=[CH:7][CH:6]=3)[C:9](=[O:17])[NH:10]2)=[O:15])=[CH:26][C:27]=1[C:33]([F:34])([F:35])[F:36])#[N:30]. (2) Given the reactants [NH:1]1[CH2:11][CH2:10][CH:4](C(OCC)=O)[CH2:3][CH2:2]1.[C:12](O[C:12]([O:14][C:15]([CH3:18])([CH3:17])[CH3:16])=[O:13])([O:14][C:15]([CH3:18])([CH3:17])[CH3:16])=[O:13], predict the reaction product. The product is: [C:12]([N:1]1[CH2:2][CH2:3][CH2:4][CH2:10][CH2:11]1)([O:14][C:15]([CH3:18])([CH3:17])[CH3:16])=[O:13]. (3) Given the reactants [Cl:1][C:2]1[CH:3]=[C:4]2[C:13](=[CH:14][CH:15]=1)[C:12](Cl)=[C:11]1[C:6]([CH:7]=[CH:8][C:9]([O:17][CH3:18])=[CH:10]1)=[N:5]2.C1(O)C=CC=CC=1.[CH2:26]([N:28]1[CH2:33][CH2:32][CH:31]([NH2:34])[CH2:30][CH2:29]1)[CH3:27], predict the reaction product. The product is: [Cl:1][C:2]1[CH:3]=[C:4]2[C:13](=[CH:14][CH:15]=1)[C:12]([NH:34][CH:31]1[CH2:32][CH2:33][N:28]([CH2:26][CH3:27])[CH2:29][CH2:30]1)=[C:11]1[C:6]([CH:7]=[CH:8][C:9]([O:17][CH3:18])=[CH:10]1)=[N:5]2. (4) Given the reactants Br[C:2]1[C:3]([CH:16]=[C:17]2[CH:21]([OH:22])[CH2:20][CH2:19][S:18]2)=[CH:4][C:5]([O:14][CH3:15])=[C:6]([CH:8]([CH3:13])[C:9]([O:11][CH3:12])=[O:10])[CH:7]=1.C([O-])=O.[NH4+].C(N(CC)CC)C, predict the reaction product. The product is: [OH:22][CH:21]1[CH2:20][CH2:19][S:18][C:17]1=[CH:16][C:3]1[CH:2]=[CH:7][C:6]([CH:8]([CH3:13])[C:9]([O:11][CH3:12])=[O:10])=[C:5]([O:14][CH3:15])[CH:4]=1.